Dataset: Forward reaction prediction with 1.9M reactions from USPTO patents (1976-2016). Task: Predict the product of the given reaction. (1) Given the reactants C([O:5]OC(C)(C)C)(C)(C)C.[Se](=O)=O.[C:14]([C@H:18]1[CH2:23][CH2:22][C@H:21]([O:24][C:25]2[CH:26]=[C:27]3[C:32](=[CH:33][CH:34]=2)[N:31]=[C:30]([CH3:35])[CH:29]=[CH:28]3)[CH2:20][CH2:19]1)([CH3:17])([CH3:16])[CH3:15], predict the reaction product. The product is: [C:14]([C@H:18]1[CH2:23][CH2:22][C@H:21]([O:24][C:25]2[CH:26]=[C:27]3[C:32](=[CH:33][CH:34]=2)[N:31]=[C:30]([CH:35]=[O:5])[CH:29]=[CH:28]3)[CH2:20][CH2:19]1)([CH3:17])([CH3:16])[CH3:15]. (2) Given the reactants [C:1]([CH2:5][OH:6])([F:4])([F:3])[F:2].[CH2:7]([O:9][C:10](Cl)=[O:11])[CH3:8], predict the reaction product. The product is: [C:1]([CH2:5][O:6][C:10]([O:9][CH2:7][CH3:8])=[O:11])([F:4])([F:3])[F:2]. (3) Given the reactants C([N:8](CC1C=CC=CC=1)[C@H:9]1[CH2:13][CH2:12][CH2:11][C@@H:10]1[N:14]([CH3:25])[C:15]1[CH:20]=[N:19][C:18]([C:21]([F:24])([F:23])[F:22])=[CH:17][N:16]=1)C1C=CC=CC=1.[H][H], predict the reaction product. The product is: [CH3:25][N:14]([C:15]1[CH:20]=[N:19][C:18]([C:21]([F:24])([F:22])[F:23])=[CH:17][N:16]=1)[C@H:10]1[CH2:11][CH2:12][CH2:13][C@@H:9]1[NH2:8]. (4) Given the reactants [Br:1][C:2]1[CH:3]=[C:4]([N+:15]([O-:17])=[O:16])[CH:5]=[C:6]2[C:11]=1[N:10]=[CH:9][C:8]([C:12]#[N:13])=[C:7]2Cl.[C:18]([NH2:22])([CH3:21])([CH3:20])[CH3:19], predict the reaction product. The product is: [Br:1][C:2]1[CH:3]=[C:4]([N+:15]([O-:17])=[O:16])[CH:5]=[C:6]2[C:11]=1[N:10]=[CH:9][C:8]([C:12]#[N:13])=[C:7]2[NH:22][C:18]([CH3:21])([CH3:20])[CH3:19]. (5) Given the reactants Br[C:2]1[C:10]2[S:9][C:8]([NH2:11])=[N:7][C:6]=2[CH:5]=[C:4]([CH3:12])[C:3]=1[O:13][CH3:14].[Cl:15][C:16]1[CH:21]=[CH:20][C:19](B(O)O)=[CH:18][CH:17]=1.C([O-])([O-])=O.[K+].[K+], predict the reaction product. The product is: [Cl:15][C:16]1[CH:21]=[CH:20][C:19]([C:2]2[C:10]3[S:9][C:8]([NH2:11])=[N:7][C:6]=3[CH:5]=[C:4]([CH3:12])[C:3]=2[O:13][CH3:14])=[CH:18][CH:17]=1. (6) Given the reactants CC1C=CC(S([N:11]2[C:19]3[C:14](=[CH:15][CH:16]=[CH:17][CH:18]=3)[C:13]([CH2:20][CH2:21][C:22]3[CH:23]=[N:24][CH:25]=[CH:26][CH:27]=3)=[CH:12]2)(=O)=O)=CC=1.[OH-].[K+], predict the reaction product. The product is: [N:24]1[CH:25]=[CH:26][CH:27]=[C:22]([CH2:21][CH2:20][C:13]2[C:14]3[C:19](=[CH:18][CH:17]=[CH:16][CH:15]=3)[NH:11][CH:12]=2)[CH:23]=1.